This data is from Peptide-MHC class I binding affinity with 185,985 pairs from IEDB/IMGT. The task is: Regression. Given a peptide amino acid sequence and an MHC pseudo amino acid sequence, predict their binding affinity value. This is MHC class I binding data. (1) The peptide sequence is VDYGLVSKF. The MHC is HLA-A24:02 with pseudo-sequence HLA-A24:02. The binding affinity (normalized) is 0.246. (2) The peptide sequence is VQGYERIMY. The binding affinity (normalized) is 0.0847. The MHC is HLA-B44:02 with pseudo-sequence HLA-B44:02. (3) The peptide sequence is GTLDFFKQT. The MHC is HLA-A02:01 with pseudo-sequence HLA-A02:01. The binding affinity (normalized) is 0.000923. (4) The peptide sequence is TAYCPLQHW. The MHC is HLA-A30:02 with pseudo-sequence HLA-A30:02. The binding affinity (normalized) is 0.213. (5) The peptide sequence is IMTSGVIPF. The MHC is HLA-B15:03 with pseudo-sequence HLA-B15:03. The binding affinity (normalized) is 1.00.